From a dataset of NCI-60 drug combinations with 297,098 pairs across 59 cell lines. Regression. Given two drug SMILES strings and cell line genomic features, predict the synergy score measuring deviation from expected non-interaction effect. (1) Drug 1: CC12CCC3C(C1CCC2=O)CC(=C)C4=CC(=O)C=CC34C. Drug 2: B(C(CC(C)C)NC(=O)C(CC1=CC=CC=C1)NC(=O)C2=NC=CN=C2)(O)O. Cell line: COLO 205. Synergy scores: CSS=61.4, Synergy_ZIP=0.941, Synergy_Bliss=-4.37, Synergy_Loewe=-4.63, Synergy_HSA=-5.69. (2) Drug 1: C1=C(C(=O)NC(=O)N1)N(CCCl)CCCl. Drug 2: C1=CN(C(=O)N=C1N)C2C(C(C(O2)CO)O)O.Cl. Cell line: SK-MEL-28. Synergy scores: CSS=23.7, Synergy_ZIP=-3.51, Synergy_Bliss=-0.449, Synergy_Loewe=-5.96, Synergy_HSA=1.62. (3) Drug 1: C1CCC(CC1)NC(=O)N(CCCl)N=O. Drug 2: CC1C(C(=O)NC(C(=O)N2CCCC2C(=O)N(CC(=O)N(C(C(=O)O1)C(C)C)C)C)C(C)C)NC(=O)C3=C4C(=C(C=C3)C)OC5=C(C(=O)C(=C(C5=N4)C(=O)NC6C(OC(=O)C(N(C(=O)CN(C(=O)C7CCCN7C(=O)C(NC6=O)C(C)C)C)C)C(C)C)C)N)C. Cell line: RXF 393. Synergy scores: CSS=11.1, Synergy_ZIP=-1.26, Synergy_Bliss=6.67, Synergy_Loewe=6.85, Synergy_HSA=6.68. (4) Drug 1: CC1CC(C(C(C=C(C(C(C=CC=C(C(=O)NC2=CC(=O)C(=C(C1)C2=O)OC)C)OC)OC(=O)N)C)C)O)OC. Drug 2: CC(C)(C#N)C1=CC=C(C=C1)N2C3=C4C=C(C=CC4=NC=C3N(C2=O)C)C5=CC6=CC=CC=C6N=C5. Cell line: NCIH23. Synergy scores: CSS=70.9, Synergy_ZIP=-1.13, Synergy_Bliss=-3.11, Synergy_Loewe=-0.541, Synergy_HSA=2.54. (5) Drug 1: CC1C(C(=O)NC(C(=O)N2CCCC2C(=O)N(CC(=O)N(C(C(=O)O1)C(C)C)C)C)C(C)C)NC(=O)C3=C4C(=C(C=C3)C)OC5=C(C(=O)C(=C(C5=N4)C(=O)NC6C(OC(=O)C(N(C(=O)CN(C(=O)C7CCCN7C(=O)C(NC6=O)C(C)C)C)C)C(C)C)C)N)C. Drug 2: CN(CCCl)CCCl.Cl. Cell line: TK-10. Synergy scores: CSS=17.5, Synergy_ZIP=-10.3, Synergy_Bliss=-5.54, Synergy_Loewe=-9.99, Synergy_HSA=-2.97.